Dataset: NCI-60 drug combinations with 297,098 pairs across 59 cell lines. Task: Regression. Given two drug SMILES strings and cell line genomic features, predict the synergy score measuring deviation from expected non-interaction effect. (1) Drug 1: CC1=CC=C(C=C1)C2=CC(=NN2C3=CC=C(C=C3)S(=O)(=O)N)C(F)(F)F. Drug 2: CCC1(CC2CC(C3=C(CCN(C2)C1)C4=CC=CC=C4N3)(C5=C(C=C6C(=C5)C78CCN9C7C(C=CC9)(C(C(C8N6C)(C(=O)OC)O)OC(=O)C)CC)OC)C(=O)OC)O.OS(=O)(=O)O. Cell line: HOP-92. Synergy scores: CSS=-4.61, Synergy_ZIP=6.22, Synergy_Bliss=7.35, Synergy_Loewe=1.58, Synergy_HSA=-0.126. (2) Synergy scores: CSS=3.22, Synergy_ZIP=-1.55, Synergy_Bliss=2.67, Synergy_Loewe=-4.85, Synergy_HSA=-1.74. Drug 1: CC1=C(C(=CC=C1)Cl)NC(=O)C2=CN=C(S2)NC3=CC(=NC(=N3)C)N4CCN(CC4)CCO. Cell line: BT-549. Drug 2: CS(=O)(=O)OCCCCOS(=O)(=O)C. (3) Drug 1: CC1=C(C(=O)C2=C(C1=O)N3CC4C(C3(C2COC(=O)N)OC)N4)N. Drug 2: C1CNP(=O)(OC1)N(CCCl)CCCl. Cell line: M14. Synergy scores: CSS=36.4, Synergy_ZIP=-3.63, Synergy_Bliss=-0.105, Synergy_Loewe=-78.5, Synergy_HSA=-1.18. (4) Drug 1: C1=CC(=CC=C1CC(C(=O)O)N)N(CCCl)CCCl.Cl. Drug 2: C1=NC2=C(N=C(N=C2N1C3C(C(C(O3)CO)O)F)Cl)N. Cell line: SN12C. Synergy scores: CSS=44.9, Synergy_ZIP=-0.578, Synergy_Bliss=-0.842, Synergy_Loewe=-15.6, Synergy_HSA=1.55.